This data is from Reaction yield outcomes from USPTO patents with 853,638 reactions. The task is: Predict the reaction yield, written as a fraction of the theoretical maximum amount of product (1.0 means a 100% yield; for example, 0.34 means a 34% yield). (1) The reactants are C(OC([N:8]([C:13]1[CH:14]=[C:15]([C:20]2[CH:21]=[C:22]3[C:28]([C:29]4[C:30]([CH3:44])=[N:31][N:32]([CH2:35][C:36]5[CH:41]=[C:40]([F:42])[CH:39]=[C:38]([F:43])[CH:37]=5)[C:33]=4[CH3:34])=[CH:27][N:26](C(OC(C)(C)C)=O)[C:23]3=[N:24][CH:25]=2)[CH:16]=[CH:17][C:18]=1[F:19])[S:9]([CH3:12])(=[O:11])=[O:10])=O)(C)(C)C. The catalyst is Cl.O1CCOCC1.CO. The product is [F:42][C:40]1[CH:41]=[C:36]([CH:37]=[C:38]([F:43])[CH:39]=1)[CH2:35][N:32]1[C:33]([CH3:34])=[C:29]([C:28]2[C:22]3[C:23](=[N:24][CH:25]=[C:20]([C:15]4[CH:16]=[CH:17][C:18]([F:19])=[C:13]([NH:8][S:9]([CH3:12])(=[O:10])=[O:11])[CH:14]=4)[CH:21]=3)[NH:26][CH:27]=2)[C:30]([CH3:44])=[N:31]1. The yield is 0.350. (2) The reactants are [CH2:1](O)[CH2:2][CH:3]=[CH:4][CH:5]=[CH:6][CH2:7][CH2:8][CH2:9][CH2:10][CH2:11][CH2:12][CH2:13][CH2:14][CH3:15].N1C=CC=CC=1.CN(C)C=O.CS([Cl:32])(=O)=O. The catalyst is CCCCCC.O. The product is [Cl:32][CH2:1][CH2:2][CH:3]=[CH:4][CH:5]=[CH:6][CH2:7][CH2:8][CH2:9][CH2:10][CH2:11][CH2:12][CH2:13][CH2:14][CH3:15]. The yield is 0.953. (3) The reactants are [Si:1]([O:8][C@@H:9]1[C@H:13]([CH2:14][O:15][Si:16]([C:19]([CH3:22])([CH3:21])[CH3:20])([CH3:18])[CH3:17])[CH2:12][C@@H:11]([NH:23][C:24]2[C:29]([F:30])=[C:28](Cl)[N:27]=[CH:26][N:25]=2)[CH2:10]1)([C:4]([CH3:7])([CH3:6])[CH3:5])([CH3:3])[CH3:2].[CH3:32][C:33]1([CH3:43])[C:41]2[C:36](=[CH:37][CH:38]=[CH:39][CH:40]=2)[C@@H:35]([NH2:42])[CH2:34]1.C(=O)([O-])[O-].[Na+].[Na+]. The catalyst is C(Cl)Cl. The product is [Si:1]([O:8][C@@H:9]1[C@H:13]([CH2:14][O:15][Si:16]([C:19]([CH3:22])([CH3:21])[CH3:20])([CH3:18])[CH3:17])[CH2:12][C@@H:11]([NH:23][C:24]2[C:29]([F:30])=[C:28]([NH:42][C@@H:35]3[C:36]4[C:41](=[CH:40][CH:39]=[CH:38][CH:37]=4)[C:33]([CH3:43])([CH3:32])[CH2:34]3)[N:27]=[CH:26][N:25]=2)[CH2:10]1)([C:4]([CH3:7])([CH3:6])[CH3:5])([CH3:3])[CH3:2]. The yield is 0.700. (4) The reactants are Br[C:2]1[C:10]2[C:5](=[CH:6][CH:7]=[C:8]([C:11]#[N:12])[CH:9]=2)[N:4]([CH:13]2[CH2:18][CH2:17][CH2:16][CH2:15][O:14]2)[N:3]=1.[OH:19][C:20]1[CH:21]=[C:22](B(O)O)[CH:23]=[CH:24][CH:25]=1.[O-]P([O-])([O-])=O.[K+].[K+].[K+]. The catalyst is COCCOC.CCOC(C)=O.C1C=CC(P(C2C=CC=CC=2)[C-]2C=CC=C2)=CC=1.C1C=CC(P(C2C=CC=CC=2)[C-]2C=CC=C2)=CC=1.Cl[Pd]Cl.[Fe+2]. The product is [OH:19][C:20]1[CH:25]=[C:24]([C:2]2[C:10]3[C:5](=[CH:6][CH:7]=[C:8]([C:11]#[N:12])[CH:9]=3)[N:4]([CH:13]3[CH2:18][CH2:17][CH2:16][CH2:15][O:14]3)[N:3]=2)[CH:23]=[CH:22][CH:21]=1. The yield is 0.740.